From a dataset of Reaction yield outcomes from USPTO patents with 853,638 reactions. Predict the reaction yield, written as a fraction of the theoretical maximum amount of product (1.0 means a 100% yield; for example, 0.34 means a 34% yield). (1) The reactants are [Cl:1][C:2]1[CH:3]=[C:4]2[C:8](=[CH:9][C:10]=1[Cl:11])[C:7](=O)[N:6]([C:13]1[C:14]([CH3:35])=[C:15]([CH3:34])[C:16]3[O:20][C:19]([CH3:22])([CH3:21])[CH:18]([C:23]4[CH:28]=[CH:27][C:26]([CH:29]([CH3:31])[CH3:30])=[CH:25][CH:24]=4)[C:17]=3[C:32]=1[CH3:33])[C:5]2=O. The catalyst is CCCCCC. The product is [Cl:11][C:10]1[CH:9]=[C:8]2[C:4](=[CH:3][C:2]=1[Cl:1])[CH2:5][N:6]([C:13]1[C:14]([CH3:35])=[C:15]([CH3:34])[C:16]3[O:20][C:19]([CH3:21])([CH3:22])[CH:18]([C:23]4[CH:28]=[CH:27][C:26]([CH:29]([CH3:31])[CH3:30])=[CH:25][CH:24]=4)[C:17]=3[C:32]=1[CH3:33])[CH2:7]2. The yield is 0.160. (2) The catalyst is C(#N)C. The yield is 0.190. The reactants are [Cl:1][C:2]1[CH:7]=[CH:6][C:5]([C:8]2[CH:12]([C:13]3[CH:18]=[CH:17][CH:16]=[CH:15][CH:14]=3)[CH2:11][NH:10][N:9]=2)=[CH:4][CH:3]=1.N1C(C)=CC(C)=CC=1C.[F:28][C:29]([F:43])([F:42])[C:30]1[CH:31]=[C:32]([S:36]([CH2:39][CH2:40]Cl)(=[O:38])=[O:37])[CH:33]=[CH:34][CH:35]=1. The product is [Cl:1][C:2]1[CH:3]=[CH:4][C:5]([C:8]2[CH:12]([C:13]3[CH:14]=[CH:15][CH:16]=[CH:17][CH:18]=3)[CH2:11][N:10]([CH2:40][CH2:39][S:36]([C:32]3[CH:33]=[CH:34][CH:35]=[C:30]([C:29]([F:42])([F:28])[F:43])[CH:31]=3)(=[O:37])=[O:38])[N:9]=2)=[CH:6][CH:7]=1. (3) The yield is 0.920. The catalyst is C1COCC1.O1CCOCCOCCOCCOCC1. The product is [F:26][C:2]([F:1])([F:25])[C:3]1[CH:4]=[CH:5][C:6]([O:7][C:8]2[CH:9]=[C:10]([CH:20]=[CH:21][CH:22]=2)[CH:11]=[C:39]2[CH2:40][CH2:41][N:36]([C:34]([O:33][C:29]([CH3:32])([CH3:31])[CH3:30])=[O:35])[CH2:37][CH2:38]2)=[CH:23][CH:24]=1. The reactants are [F:1][C:2]([F:26])([F:25])[C:3]1[CH:24]=[CH:23][C:6]([O:7][C:8]2[CH:9]=[C:10]([CH:20]=[CH:21][CH:22]=2)[CH2:11]P(=O)(OCC)OCC)=[CH:5][CH:4]=1.[H-].[Na+].[C:29]([O:33][C:34]([N:36]1[CH2:41][CH2:40][C:39](=O)[CH2:38][CH2:37]1)=[O:35])([CH3:32])([CH3:31])[CH3:30].O. (4) The reactants are I[C:2]1[C:6]2=[N:7][C:8]([C:11]([O:13][CH3:14])=[O:12])=[CH:9][CH:10]=[C:5]2[N:4]([S:15]([C:18]2[CH:23]=[CH:22][C:21]([CH3:24])=[CH:20][CH:19]=2)(=[O:17])=[O:16])[CH:3]=1.[CH3:25][O:26][C:27]1[CH:28]=[C:29](B2OC(C)(C)C(C)(C)O2)[CH:30]=[N:31][CH:32]=1.[O-]P([O-])([O-])=O.[K+].[K+].[K+].Cl. The catalyst is CC(O)C.O. The product is [CH3:25][O:26][C:27]1[CH:28]=[C:29]([C:2]2[C:6]3=[N:7][C:8]([C:11]([O:13][CH3:14])=[O:12])=[CH:9][CH:10]=[C:5]3[N:4]([S:15]([C:18]3[CH:23]=[CH:22][C:21]([CH3:24])=[CH:20][CH:19]=3)(=[O:17])=[O:16])[CH:3]=2)[CH:30]=[N:31][CH:32]=1. The yield is 0.591. (5) The reactants are Cl[C:2]1[N:7]=[C:6]([C:8]2[S:12][C:11]([C:13]([CH3:16])([CH3:15])[CH3:14])=[N:10][C:9]=2[C:17]2[C:18]([F:35])=[C:19]([NH:23][S:24]([C:27]3[C:32]([F:33])=[CH:31][CH:30]=[CH:29][C:28]=3[F:34])(=[O:26])=[O:25])[CH:20]=[CH:21][CH:22]=2)[CH:5]=[CH:4][N:3]=1.[NH3:36].CO. The catalyst is C(Cl)Cl. The product is [NH2:36][C:2]1[N:7]=[C:6]([C:8]2[S:12][C:11]([C:13]([CH3:16])([CH3:15])[CH3:14])=[N:10][C:9]=2[C:17]2[C:18]([F:35])=[C:19]([NH:23][S:24]([C:27]3[C:32]([F:33])=[CH:31][CH:30]=[CH:29][C:28]=3[F:34])(=[O:26])=[O:25])[CH:20]=[CH:21][CH:22]=2)[CH:5]=[CH:4][N:3]=1. The yield is 0.470. (6) The reactants are [CH3:1][O:2][C:3]([NH:5][C@H:6]([C:10]([N:12]1[CH2:16][C@@H:15]([CH3:17])[CH2:14][C@H:13]1[C:18]1[NH:22][C:21]2[C:23]3[C:28]([CH:29]=[CH:30][C:20]=2[N:19]=1)=[CH:27][C:26]1[C:31]2[C:36]([CH2:37][O:38][C:25]=1[CH:24]=3)=[CH:35][C:34]([C:39]1[NH:43][C:42]([C@@H:44]3[CH2:48][CH2:47][CH2:46][N:45]3C(OC(C)(C)C)=O)=[N:41][CH:40]=1)=[CH:33][CH:32]=2)=[O:11])[CH:7]([CH3:9])[CH3:8])=[O:4].Cl.[CH3:57][O:58][C:59]([NH:61][C@H:62]([C:66]1[CH:71]=[CH:70][CH:69]=[CH:68][CH:67]=1)[C:63]([OH:65])=O)=[O:60].C[CH2:73][O:74]C(C(C#N)=NOC(N1CCOCC1)=[N+](C)C)=O.F[P-](F)(F)(F)(F)F.C(N(C(C)C)CC)(C)C. The catalyst is CN(C=O)C.C(OCC)(=O)C.C(O)C. The product is [CH3:1][O:2][C:3]([NH:5][C@@H:6]([CH:7]([CH3:9])[CH3:8])[C:10]([N:12]1[CH2:16][C@@H:15]([CH2:17][O:74][CH3:73])[CH2:14][C@H:13]1[C:18]1[NH:22][C:21]2[C:23]3[C:28]([CH:29]=[CH:30][C:20]=2[N:19]=1)=[CH:27][C:26]1[C:31]2[C:36]([CH2:37][O:38][C:25]=1[CH:24]=3)=[CH:35][C:34]([C:39]1[NH:43][C:42]([C@@H:44]3[CH2:48][CH2:47][CH2:46][N:45]3[C:63](=[O:65])[C@H:62]([NH:61][C:59](=[O:60])[O:58][CH3:57])[C:66]3[CH:71]=[CH:70][CH:69]=[CH:68][CH:67]=3)=[N:41][CH:40]=1)=[CH:33][CH:32]=2)=[O:11])=[O:4]. The yield is 0.390.